This data is from Reaction yield outcomes from USPTO patents with 853,638 reactions. The task is: Predict the reaction yield, written as a fraction of the theoretical maximum amount of product (1.0 means a 100% yield; for example, 0.34 means a 34% yield). (1) The reactants are [Cl:1][C:2]1[CH:3]=[CH:4][CH:5]=[C:6]2[C:10]=1[N:9]([CH3:11])[CH:8]=[C:7]2[CH2:12][N:13]([CH3:30])[C:14](=[O:29])/[CH:15]=[CH:16]/[C:17]1[CH:18]=[N:19][C:20]([NH:23][CH2:24][C:25]([O:27]C)=[O:26])=[CH:21][CH:22]=1.COC(CNC1N=CC(/C=C/C(N(C)CC2C3C(=CC=CC=3)NC=2C)=O)=CC=1)=O. No catalyst specified. The product is [C:25]([CH2:24][NH:23][C:20]1[N:19]=[CH:18][C:17](/[CH:16]=[CH:15]/[C:14]([N:13]([CH2:12][C:7]2[C:6]3[C:10](=[C:2]([Cl:1])[CH:3]=[CH:4][CH:5]=3)[N:9]([CH3:11])[CH:8]=2)[CH3:30])=[O:29])=[CH:22][CH:21]=1)([OH:27])=[O:26]. The yield is 1.00. (2) The reactants are [C:1]([C:5]1[N:10]=[C:9]([C:11]([CH3:14])([CH3:13])[CH3:12])[CH:8]=[C:7]([N:15]2[CH2:20][CH2:19][N:18]([CH2:21][CH2:22][CH2:23][S:24][C:25]3[N:29]([CH3:30])[C:28]([CH3:31])=[N:27][N:26]=3)[CH2:17][CH2:16]2)[N:6]=1)([CH3:4])([CH3:3])[CH3:2].[C:32]1([S:38]([OH:41])(=[O:40])=[O:39])[CH:37]=[CH:36][CH:35]=[CH:34][CH:33]=1.CCCCCCC. The catalyst is C(OCC)(=O)C. The product is [C:32]1([S:38]([OH:41])(=[O:40])=[O:39])[CH:37]=[CH:36][CH:35]=[CH:34][CH:33]=1.[C:1]([C:5]1[N:10]=[C:9]([C:11]([CH3:13])([CH3:12])[CH3:14])[CH:8]=[C:7]([N:15]2[CH2:16][CH2:17][N:18]([CH2:21][CH2:22][CH2:23][S:24][C:25]3[N:29]([CH3:30])[C:28]([CH3:31])=[N:27][N:26]=3)[CH2:19][CH2:20]2)[N:6]=1)([CH3:2])([CH3:3])[CH3:4]. The yield is 0.909. (3) The reactants are [N+:1]([C:4]1[CH:9]=[CH:8][C:7]([CH2:10][CH2:11][OH:12])=[CH:6][CH:5]=1)([O-:3])=[O:2].C1N2CCN(CC2)C1.[N+:21]([C:24]1[CH:29]=[CH:28][C:27]([S:30](Cl)(=[O:32])=[O:31])=[CH:26][CH:25]=1)([O-:23])=[O:22].O. The catalyst is C(Cl)Cl. The product is [N+:1]([C:4]1[CH:5]=[CH:6][C:7]([CH2:10][CH2:11][O:12][S:30]([C:27]2[CH:26]=[CH:25][C:24]([N+:21]([O-:23])=[O:22])=[CH:29][CH:28]=2)(=[O:31])=[O:32])=[CH:8][CH:9]=1)([O-:3])=[O:2]. The yield is 0.820. (4) The reactants are [CH3:1][O:2][C:3](=[O:20])[C:4]1[CH:9]=[C:8]([N+:10]([O-])=O)[CH:7]=[C:6]([C:13]2[CH:18]=[CH:17][C:16]([CH3:19])=[CH:15][N:14]=2)[CH:5]=1.Cl[Sn]Cl. The catalyst is CO.C(OCC)(=O)C. The product is [CH3:1][O:2][C:3](=[O:20])[C:4]1[CH:5]=[C:6]([C:13]2[CH:18]=[CH:17][C:16]([CH3:19])=[CH:15][N:14]=2)[CH:7]=[C:8]([NH2:10])[CH:9]=1. The yield is 0.900. (5) The reactants are [CH2:1]([C:5]1[N:6]([CH2:29][C:30]2[CH:35]=[CH:34][CH:33]=[CH:32][C:31]=2[Cl:36])[C:7]([CH2:10][C:11]([CH2:22][C:23]2[CH:28]=[CH:27][CH:26]=[CH:25][CH:24]=2)(C(OCC)=O)[C:12]([O:14]CC)=[O:13])=[CH:8][N:9]=1)[CH2:2][CH2:3][CH3:4].[OH-].[K+].O. The catalyst is C(O)C. The product is [CH2:1]([C:5]1[N:6]([CH2:29][C:30]2[CH:35]=[CH:34][CH:33]=[CH:32][C:31]=2[Cl:36])[C:7]([CH2:10][CH:11]([CH2:22][C:23]2[CH:28]=[CH:27][CH:26]=[CH:25][CH:24]=2)[C:12]([OH:14])=[O:13])=[CH:8][N:9]=1)[CH2:2][CH2:3][CH3:4]. The yield is 0.860. (6) The reactants are C[O:2][C:3]([C:5]1[CH:6]=[CH:7][C:8]([C:11]([OH:13])=O)=[N:9][CH:10]=1)=[O:4].[CH3:14][NH:15][CH2:16][CH:17]([CH3:19])[CH3:18]. No catalyst specified. The product is [CH2:16]([N:15]([CH3:14])[C:11]([C:8]1[CH:7]=[CH:6][C:5]([C:3]([OH:2])=[O:4])=[CH:10][N:9]=1)=[O:13])[CH:17]([CH3:19])[CH3:18]. The yield is 0.750.